This data is from Full USPTO retrosynthesis dataset with 1.9M reactions from patents (1976-2016). The task is: Predict the reactants needed to synthesize the given product. (1) The reactants are: C(OC([NH:8][C@@H:9]([C:12]1[CH:13]=[C:14]([C:18]2[CH:23]=[C:22]([C:24](=[O:36])[NH:25][C@@H:26]3[C:35]4[C:30](=[CH:31][CH:32]=[CH:33][CH:34]=4)[O:29][CH2:28][CH2:27]3)[CH:21]=[C:20]([CH2:37][O:38][C:39]3[CH:44]=[CH:43][CH:42]=[CH:41][C:40]=3[CH2:45][C:46]([OH:48])=[O:47])[CH:19]=2)[CH:15]=[CH:16][CH:17]=1)[CH2:10][OH:11])=O)(C)(C)C.Cl. Given the product [NH2:8][C@@H:9]([C:12]1[CH:13]=[C:14]([C:18]2[CH:23]=[C:22]([C:24](=[O:36])[NH:25][C@@H:26]3[C:35]4[C:30](=[CH:31][CH:32]=[CH:33][CH:34]=4)[O:29][CH2:28][CH2:27]3)[CH:21]=[C:20]([CH2:37][O:38][C:39]3[CH:44]=[CH:43][CH:42]=[CH:41][C:40]=3[CH2:45][C:46]([OH:48])=[O:47])[CH:19]=2)[CH:15]=[CH:16][CH:17]=1)[CH2:10][OH:11], predict the reactants needed to synthesize it. (2) Given the product [CH2:3]([O:7][C:8]1[CH:13]=[C:12](/[CH:14]=[C:15](\[CH3:21])/[C:16]([OH:18])=[O:17])[CH:11]=[CH:10][C:9]=1[C:22]1[CH:27]=[CH:26][CH:25]=[C:24]([N:28]([CH3:37])[C:29]([NH:31][CH2:32][CH2:33][CH2:34][CH2:35][CH3:36])=[O:30])[CH:23]=1)[CH2:4][CH2:5][CH3:6], predict the reactants needed to synthesize it. The reactants are: [OH-].[Na+].[CH2:3]([O:7][C:8]1[CH:13]=[C:12](/[CH:14]=[C:15](\[CH3:21])/[C:16]([O:18]CC)=[O:17])[CH:11]=[CH:10][C:9]=1[C:22]1[CH:27]=[CH:26][CH:25]=[C:24]([N:28]([CH3:37])[C:29]([NH:31][CH2:32][CH2:33][CH2:34][CH2:35][CH3:36])=[O:30])[CH:23]=1)[CH2:4][CH2:5][CH3:6]. (3) Given the product [O:21]1[CH2:22][CH2:23][O:24][CH:20]1[C:3]1[C:4]([F:19])=[C:5]([CH:17]=[CH:18][C:2]=1[B:30]1[O:34][C:33]([CH3:36])([CH3:35])[C:32]([CH3:38])([CH3:37])[O:31]1)[O:6][C:7]1[CH:14]=[CH:13][C:10]([C:11]#[N:12])=[C:9]([O:15][CH3:16])[N:8]=1, predict the reactants needed to synthesize it. The reactants are: Br[C:2]1[CH:18]=[CH:17][C:5]([O:6][C:7]2[CH:14]=[CH:13][C:10]([C:11]#[N:12])=[C:9]([O:15][CH3:16])[N:8]=2)=[C:4]([F:19])[C:3]=1[CH:20]1[O:24][CH2:23][CH2:22][O:21]1.C([O-])(=O)C.[K+].[B:30]1([B:30]2[O:34][C:33]([CH3:36])([CH3:35])[C:32]([CH3:38])([CH3:37])[O:31]2)[O:34][C:33]([CH3:36])([CH3:35])[C:32]([CH3:38])([CH3:37])[O:31]1. (4) Given the product [Br:15][C:12]1[CH:13]=[C:8]([O:1][C:2]2[CH:3]=[CH:4][CH:5]=[CH:6][CH:7]=2)[C:9]([NH2:14])=[N:10][CH:11]=1, predict the reactants needed to synthesize it. The reactants are: [O:1]([C:8]1[C:9]([NH2:14])=[N:10][CH:11]=[CH:12][CH:13]=1)[C:2]1[CH:7]=[CH:6][CH:5]=[CH:4][CH:3]=1.[Br:15]Br.C([O-])(O)=O.[Na+]. (5) Given the product [OH:35][CH2:32][CH2:33][CH2:34][O:1][C:2]1[C:3]([C:16]2[CH:17]=[C:18]([CH:24]=[CH:25][C:26]([OH:28])=[O:27])[CH:19]=[CH:20][C:21]=2[O:22][CH3:23])=[CH:4][C:5]2[C:6]([CH3:14])([CH3:15])[CH2:7][CH2:8][C:9]([CH3:12])([CH3:13])[C:10]=2[CH:11]=1, predict the reactants needed to synthesize it. The reactants are: [OH:1][C:2]1[C:3]([C:16]2[CH:17]=[C:18]([CH:24]=[CH:25][C:26]([O:28]CC)=[O:27])[CH:19]=[CH:20][C:21]=2[O:22][CH3:23])=[CH:4][C:5]2[C:6]([CH3:15])([CH3:14])[CH2:7][CH2:8][C:9]([CH3:13])([CH3:12])[C:10]=2[CH:11]=1.Br[CH:32]([OH:35])[CH2:33][CH3:34]. (6) Given the product [F:1][C:2]1[CH:10]=[C:9]2[C:5]([CH2:6][CH2:7][N:8]2[CH:11]2[CH2:12][CH2:13][N:14]([C:17]([NH:19][C:20]3[S:21][CH:22]=[C:23]([C:25]([NH:31][CH3:30])=[O:27])[N:24]=3)=[O:18])[CH2:15][CH2:16]2)=[CH:4][CH:3]=1, predict the reactants needed to synthesize it. The reactants are: [F:1][C:2]1[CH:10]=[C:9]2[C:5]([CH2:6][CH2:7][N:8]2[CH:11]2[CH2:16][CH2:15][N:14]([C:17]([NH:19][C:20]3[S:21][CH:22]=[C:23]([C:25]([O:27]CC)=O)[N:24]=3)=[O:18])[CH2:13][CH2:12]2)=[CH:4][CH:3]=1.[CH3:30][NH2:31]. (7) Given the product [O:1]1[CH2:6][CH2:5][O:4][CH2:3][CH:2]1[CH2:7][CH2:8][N:9]1[C:17]2[C:12](=[CH:13][CH:14]=[CH:15][CH:16]=2)[C:11]([CH:18]2[CH2:23][CH2:22][N:21]([CH2:35][CH2:34][O:33][C:28]3[CH:29]=[CH:30][CH:31]=[CH:32][C:27]=3[C:26]([OH:37])=[O:25])[CH2:20][CH2:19]2)=[CH:10]1, predict the reactants needed to synthesize it. The reactants are: [O:1]1[CH2:6][CH2:5][O:4][CH2:3][CH:2]1[CH2:7][CH2:8][N:9]1[C:17]2[C:12](=[CH:13][CH:14]=[CH:15][CH:16]=2)[C:11]([CH:18]2[CH2:23][CH2:22][NH:21][CH2:20][CH2:19]2)=[CH:10]1.C[O:25][C:26](=[O:37])[C:27]1[CH:32]=[CH:31][CH:30]=[CH:29][C:28]=1[O:33][CH2:34][CH2:35]Cl.